From a dataset of Full USPTO retrosynthesis dataset with 1.9M reactions from patents (1976-2016). Predict the reactants needed to synthesize the given product. (1) Given the product [S:34]1[C:35]2[CH:41]=[CH:40][CH:39]=[CH:38][C:36]=2[N:37]=[C:33]1[CH2:32][N:20]1[C:21](=[O:28])[C:22]2[C:27](=[CH:26][CH:25]=[CH:24][CH:23]=2)[C:18]([C:10]2[C:11]3[C:16](=[CH:15][CH:14]=[C:13]([Cl:17])[CH:12]=3)[N:8]([CH2:7][C:6]([OH:5])=[O:30])[C:9]=2[CH3:29])=[N:19]1, predict the reactants needed to synthesize it. The reactants are: C([O:5][C:6](=[O:30])[CH2:7][N:8]1[C:16]2[C:11](=[CH:12][C:13]([Cl:17])=[CH:14][CH:15]=2)[C:10]([C:18]2[C:27]3[C:22](=[CH:23][CH:24]=[CH:25][CH:26]=3)[C:21](=[O:28])[NH:20][N:19]=2)=[C:9]1[CH3:29])(C)(C)C.Cl[CH2:32][C:33]1[S:34][C:35]2[CH:41]=[CH:40][CH:39]=[CH:38][C:36]=2[N:37]=1. (2) Given the product [C:1]1([CH3:14])[CH:6]=[CH:5][CH:4]=[CH:3][C:2]=1[CH:7]1[CH2:12][CH:11]2[CH2:13][CH:8]1[CH:9]=[CH:10]2, predict the reactants needed to synthesize it. The reactants are: [C:1]1([CH3:14])[CH:6]=[CH:5][CH:4]=[CH:3][C:2]=1[CH:7]1[CH2:12][CH:11]2[CH2:13][CH:8]1[CH:9]=[CH:10]2.C1[C@@H]2[C@H]3[C@H]4[C@@H]5C=C[C@H]([C@H]4[C@@H]([C@@H]2C=C1)C3)C5.C1[C@@H]2[C@H]3[C@H]4[C@@H]5C=C[C@H]([C@H]4[C@@H]([C@@H]2C=C1)C3)C5.C1C2[C@@H]3C=C[C@H](C2C=C1)C3. (3) Given the product [CH3:21][C:18]1([CH3:22])[CH2:17][CH2:16][C:15]([CH3:23])([CH3:24])[C:14]2[CH:13]=[C:12]([CH:25]=[O:26])[C:11]([S:1][C:2]3[N:7]=[CH:6][CH:5]=[CH:4][N:3]=3)=[CH:20][C:19]1=2, predict the reactants needed to synthesize it. The reactants are: [SH:1][C:2]1[N:7]=[CH:6][CH:5]=[CH:4][N:3]=1.[H-].[Na+].F[C:11]1[C:12]([CH:25]=[O:26])=[CH:13][C:14]2[C:15]([CH3:24])([CH3:23])[CH2:16][CH2:17][C:18]([CH3:22])([CH3:21])[C:19]=2[CH:20]=1. (4) The reactants are: [C:1]([O:5][C:6]([NH:8][C@@H:9]([CH2:37][C:38]1[CH:39]=[N:40][C:41]([C:44]([F:47])([F:46])[F:45])=[CH:42][CH:43]=1)[CH2:10][CH2:11][C:12]1[S:16][C:15]([C:17]2[CH:18]=[CH:19][C:20]([N+:34]([O-:36])=[O:35])=[C:21]([CH:23](C(OCC)=O)[C:24]([O:26][CH2:27][CH3:28])=[O:25])[CH:22]=2)=[N:14][N:13]=1)=[O:7])([CH3:4])([CH3:3])[CH3:2].O.[Cl-].[Li+]. Given the product [C:1]([O:5][C:6]([NH:8][C@@H:9]([CH2:37][C:38]1[CH:39]=[N:40][C:41]([C:44]([F:47])([F:46])[F:45])=[CH:42][CH:43]=1)[CH2:10][CH2:11][C:12]1[S:16][C:15]([C:17]2[CH:18]=[CH:19][C:20]([N+:34]([O-:36])=[O:35])=[C:21]([CH2:23][C:24]([O:26][CH2:27][CH3:28])=[O:25])[CH:22]=2)=[N:14][N:13]=1)=[O:7])([CH3:2])([CH3:3])[CH3:4], predict the reactants needed to synthesize it. (5) The reactants are: [CH2:1]([O:8][C:9]1[CH:19]=[CH:18][C:12]2[CH2:13][CH2:14][NH:15][CH2:16][CH2:17][C:11]=2[CH:10]=1)[C:2]1[CH:7]=[CH:6][CH:5]=[CH:4][CH:3]=1.[C:20]1(=O)[CH2:25][CH2:24][CH2:23][CH2:22][CH2:21]1. Given the product [CH2:1]([O:8][C:9]1[CH:19]=[CH:18][C:12]2[CH2:13][CH2:14][N:15]([CH:20]3[CH2:25][CH2:24][CH2:23][CH2:22][CH2:21]3)[CH2:16][CH2:17][C:11]=2[CH:10]=1)[C:2]1[CH:3]=[CH:4][CH:5]=[CH:6][CH:7]=1, predict the reactants needed to synthesize it. (6) Given the product [Cl:1][C:2]1[C:3]([O:12][C:13]2[CH:14]=[N:15][C:16]([CH:20]3[CH2:22][CH2:21]3)=[C:17]([Cl:19])[CH:18]=2)=[CH:4][C:5]([F:11])=[C:6]([CH:10]=1)[C:7]([NH:27][S:24]([CH3:23])(=[O:26])=[O:25])=[O:8], predict the reactants needed to synthesize it. The reactants are: [Cl:1][C:2]1[C:3]([O:12][C:13]2[CH:14]=[N:15][C:16]([CH:20]3[CH2:22][CH2:21]3)=[C:17]([Cl:19])[CH:18]=2)=[CH:4][C:5]([F:11])=[C:6]([CH:10]=1)[C:7](O)=[O:8].[CH3:23][S:24]([NH2:27])(=[O:26])=[O:25].CCCP1(OP(CCC)(=O)OP(CCC)(=O)O1)=O.